Dataset: Reaction yield outcomes from USPTO patents with 853,638 reactions. Task: Predict the reaction yield, written as a fraction of the theoretical maximum amount of product (1.0 means a 100% yield; for example, 0.34 means a 34% yield). (1) The reactants are [OH:1][CH2:2][CH2:3][N:4]1[CH:9]=[C:8]([C:10]2[S:11][CH:12]=[C:13]([CH3:15])[CH:14]=2)[N:7]=[CH:6][C:5]1=[O:16].Cl[C:18]1[C:27]2[C:22](=[CH:23][C:24]([O:28][CH3:29])=[CH:25][CH:26]=2)[N:21]=[CH:20][CH:19]=1.C(=O)([O-])[O-].[Cs+].[Cs+].C(P(C(C)(C)C)C1C=CC2C(=CC=CC=2)C=1C1C2C(=CC=CC=2)C=CC=1)(C)(C)C. The catalyst is C1(C)C=CC=CC=1.C([O-])(=O)C.[Pd+2].C([O-])(=O)C. The product is [CH3:29][O:28][C:24]1[CH:23]=[C:22]2[C:27]([C:18]([O:1][CH2:2][CH2:3][N:4]3[CH:9]=[C:8]([C:10]4[S:11][CH:12]=[C:13]([CH3:15])[CH:14]=4)[N:7]=[CH:6][C:5]3=[O:16])=[CH:19][CH:20]=[N:21]2)=[CH:26][CH:25]=1. The yield is 0.530. (2) The reactants are Br[C:2]1[C:7]([F:8])=[CH:6][CH:5]=[CH:4][C:3]=1[NH:9][C:10](=[O:14])[CH2:11][CH2:12][CH3:13].[CH3:15][C:16]([CH3:21])([CH3:20])[C:17]#[C:18]C. The catalyst is CCN(CC)CC.[Cu]I.Cl[Pd](Cl)([P](C1C=CC=CC=1)(C1C=CC=CC=1)C1C=CC=CC=1)[P](C1C=CC=CC=1)(C1C=CC=CC=1)C1C=CC=CC=1. The product is [CH3:15][C:16]([CH3:21])([CH3:20])[C:17]#[C:18][C:2]1[C:7]([F:8])=[CH:6][CH:5]=[CH:4][C:3]=1[NH:9][C:10](=[O:14])[CH2:11][CH2:12][CH3:13]. The yield is 0.550. (3) The reactants are Cl.[Cl:2][CH:3]([C:8]1[C:9](=[O:17])[C:10]([OH:16])=[C:11]([CH3:15])[N:12]([CH3:14])[CH:13]=1)[C:4]([F:7])([F:6])[F:5].[NH:18]1[CH:22]=[CH:21][N:20]=[CH:19]1.Cl.CN.[CH3:26][N:27]1[CH2:32][CH2:31][NH:30][CH2:29][CH2:28]1. The catalyst is O.CO.C(#N)C. The product is [OH:16][C:10]1[C:9](=[O:17])[C:8]([CH:3]([N:18]2[CH:22]=[CH:21][N:20]=[CH:19]2)[C:4]([F:7])([F:6])[F:5])=[CH:13][N:12]([CH3:14])[C:11]=1[CH3:15].[OH:16][C:10]1[C:9](=[O:17])[C:8]([CH:3]([NH:27][CH3:26])[C:4]([F:7])([F:6])[F:5])=[CH:13][N:12]([CH3:14])[C:11]=1[CH3:15].[ClH:2].[OH:16][C:10]1[C:9](=[O:17])[C:8]([CH:3]([N:30]2[CH2:31][CH2:32][N:27]([CH3:26])[CH2:28][CH2:29]2)[C:4]([F:7])([F:6])[F:5])=[CH:13][N:12]([CH3:14])[C:11]=1[CH3:15]. The yield is 0.640. (4) The reactants are C(#N)[C:2]1[C:3](=C[CH:6]=[CH:7][CH:8]=1)[NH2:4].BrCC(OCC)=O.C([O-])(O)=O.[Na+].C([O:24][C:25](=[O:36])[CH2:26][NH:27][C:28]1[CH:33]=[CH:32][CH:31]=[CH:30][C:29]=1[C:34]#[N:35])C. The catalyst is O.[I-].[Na+].C(#N)C.C(O)C. The product is [N:4]1[CH:6]=[CH:7][C:8]([NH:35][C:34]2[C:29]3[C:28](=[CH:33][CH:32]=[CH:31][CH:30]=3)[NH:27][C:26]=2[C:25]([OH:24])=[O:36])=[CH:2][CH:3]=1. The yield is 0.640. (5) The reactants are [CH3:1][CH:2]([N:4]1[C:12](/[CH:13]=[CH:14]/[C@H:15]([OH:24])[CH2:16][C@H:17]([OH:23])[CH2:18][C:19]([O:21]C)=[O:20])=[C:11]([C:25]2[CH:30]=[CH:29][C:28]([F:31])=[CH:27][CH:26]=2)[C:10]2[C:5]1=[CH:6][CH:7]=[CH:8][CH:9]=2)[CH3:3].[OH-].[Na+:33].CC(C)=O. The catalyst is O.CO. The product is [CH3:3][CH:2]([N:4]1[C:12](/[CH:13]=[CH:14]/[CH:15]([OH:24])[CH2:16][CH:17]([OH:23])[CH2:18][C:19]([O-:21])=[O:20])=[C:11]([C:25]2[CH:26]=[CH:27][C:28]([F:31])=[CH:29][CH:30]=2)[C:10]2[CH:9]=[CH:8][CH:7]=[CH:6][C:5]1=2)[CH3:1].[Na+:33]. The yield is 0.0820. (6) The reactants are [Br:1][C:2]1[C:3]([O:12][CH3:13])=[CH:4][C:5]([CH:9]([CH3:11])[CH3:10])=[C:6]([OH:8])[CH:7]=1.C([O-])([O-])=O.[K+].[K+].I[CH2:21][C:22]#[N:23]. The catalyst is CN(C)C=O.O. The product is [Br:1][C:2]1[C:3]([O:12][CH3:13])=[CH:4][C:5]([CH:9]([CH3:11])[CH3:10])=[C:6]([CH:7]=1)[O:8][CH2:21][C:22]#[N:23]. The yield is 0.630.